Task: Predict the reaction yield, written as a fraction of the theoretical maximum amount of product (1.0 means a 100% yield; for example, 0.34 means a 34% yield).. Dataset: Reaction yield outcomes from USPTO patents with 853,638 reactions (1) The reactants are [F:1][C:2]1[CH:3]=[C:4]([C@H:8]2[CH2:12][CH2:11][C@@H:10]([CH2:13][OH:14])[N:9]2[C:15]2[CH:20]=[CH:19][N:18]3[N:21]=[CH:22][C:23]([C:24]([OH:26])=O)=[C:17]3[N:16]=2)[CH:5]=[N:6][CH:7]=1.[F:27][C:28]([F:33])([F:32])[C@H:29]([NH2:31])[CH3:30].CN(C(ON1N=NC2C=CC=NC1=2)=[N+](C)C)C.F[P-](F)(F)(F)(F)F.CCN(C(C)C)C(C)C. The catalyst is CN(C=O)C. The product is [F:1][C:2]1[CH:3]=[C:4]([C@H:8]2[CH2:12][CH2:11][C@@H:10]([CH2:13][OH:14])[N:9]2[C:15]2[CH:20]=[CH:19][N:18]3[N:21]=[CH:22][C:23]([C:24]([NH:31][C@H:29]([CH3:30])[C:28]([F:33])([F:32])[F:27])=[O:26])=[C:17]3[N:16]=2)[CH:5]=[N:6][CH:7]=1. The yield is 0.510. (2) The reactants are C(NC(C)C)(C)C.[Li]CCCC.[Li+].CC([N-]C(C)C)C.[Cl:21][C:22]1[CH:27]=[C:26]([Cl:28])[N:25]=[CH:24][N:23]=1.[CH:29]1([CH:32]=[O:33])[CH2:31][CH2:30]1. The catalyst is C1COCC1.O.CCOC(C)=O. The product is [CH:29]1([CH:32]([C:27]2[C:22]([Cl:21])=[N:23][CH:24]=[N:25][C:26]=2[Cl:28])[OH:33])[CH2:31][CH2:30]1. The yield is 0.370. (3) The reactants are [N+:1]([C:4]1[CH:9]=[CH:8][C:7]([CH:10]2[O:15][CH2:14][CH2:13][N:12]([C:16]([O:18][C:19]([CH3:22])([CH3:21])[CH3:20])=[O:17])[CH2:11]2)=[CH:6][CH:5]=1)([O-])=O.C.O.NN.[Cl-].[NH4+].[In]. The catalyst is O.O.O.O.O.O.O.[Fe](Cl)(Cl)Cl.CO. The product is [NH2:1][C:4]1[CH:9]=[CH:8][C:7]([CH:10]2[O:15][CH2:14][CH2:13][N:12]([C:16]([O:18][C:19]([CH3:22])([CH3:21])[CH3:20])=[O:17])[CH2:11]2)=[CH:6][CH:5]=1. The yield is 0.570. (4) The reactants are [Cl-].[Al+3].[Cl-].[Cl-].[C:5]([C:9]1[CH:14]=[CH:13][CH:12]=[CH:11][C:10]=1[OH:15])([CH3:8])([CH3:7])[CH3:6].[C:16](Cl)(=[O:18])[CH3:17]. The catalyst is C1(C)C=CC=CC=1. The product is [C:5]([C:9]1[CH:14]=[C:13]([C:16](=[O:18])[CH3:17])[CH:12]=[CH:11][C:10]=1[OH:15])([CH3:8])([CH3:6])[CH3:7]. The yield is 0.761. (5) The reactants are C(Br)(Br)(Br)Br.[CH2:6]([NH:13][CH2:14][C:15]1([CH2:27]O)[CH2:19][CH2:18][CH2:17][N:16]1[C:20]([O:22][C:23]([CH3:26])(C)C)=[O:21])[C:7]1[CH:12]=[CH:11][CH:10]=[CH:9][CH:8]=1.[C:29]1(P(C2C=CC=CC=2)C2C=CC=CC=2)C=CC=C[CH:30]=1.C(N(CC)CC)C. The catalyst is C(Cl)Cl.CC#N. The product is [CH2:6]([N:13]1[CH2:14][C:15]2([CH2:19][CH2:18][CH2:17][N:16]2[C:20]([O:22][CH2:23][CH2:26][CH2:29][CH3:30])=[O:21])[CH2:27]1)[C:7]1[CH:8]=[CH:9][CH:10]=[CH:11][CH:12]=1. The yield is 0.580.